This data is from Catalyst prediction with 721,799 reactions and 888 catalyst types from USPTO. The task is: Predict which catalyst facilitates the given reaction. (1) Reactant: [OH:1][C:2]1[CH:7]=[CH:6][N:5]([CH2:8][CH2:9][C:10]2[CH:15]=[CH:14][C:13]([CH2:16][OH:17])=[CH:12][CH:11]=2)[C:4](=[O:18])[CH:3]=1.Br[CH2:20][C:21]1[CH:22]=[N:23][CH:24]=[CH:25][CH:26]=1.C(=O)([O-])[O-].[K+].[K+]. Product: [OH:17][CH2:16][C:13]1[CH:14]=[CH:15][C:10]([CH2:9][CH2:8][N:5]2[CH:6]=[CH:7][C:2]([O:1][CH2:20][C:21]3[CH:22]=[N:23][CH:24]=[CH:25][CH:26]=3)=[CH:3][C:4]2=[O:18])=[CH:11][CH:12]=1. The catalyst class is: 31. (2) Reactant: [Br:1][C:2]1[NH:10][C:9]2[C:8](=[O:11])[N:7]([CH3:12])[C:6](=[O:13])[N:5]([CH3:14])[C:4]=2[N:3]=1.BrC1C=C(C=CC=1)CN1C2C(=O)N(C)C(=O)N(C)C=2N=C1S.C(=O)([O-])[O-].[K+].[K+].[CH3:43][Si:44]([CH3:51])([CH3:50])[CH2:45][CH2:46][O:47][CH2:48]Cl. Product: [Br:1][C:2]1[N:10]([CH2:48][O:47][CH2:46][CH2:45][Si:44]([CH3:51])([CH3:50])[CH3:43])[C:9]2[C:8](=[O:11])[N:7]([CH3:12])[C:6](=[O:13])[N:5]([CH3:14])[C:4]=2[N:3]=1. The catalyst class is: 18. (3) Reactant: Br[C:2]1[C:6]([CH3:7])=[N:5][N:4]2[CH2:8][CH2:9][CH2:10][C:3]=12.[CH3:11][O:12][C:13](=[O:31])[C:14]1[CH:19]=[CH:18][C:17]([C:20]#[N:21])=[C:16](B2OC(C)(C)C(C)(C)O2)[CH:15]=1.[O-]P([O-])([O-])=O.[K+].[K+].[K+]. Product: [CH3:11][O:12][C:13](=[O:31])[C:14]1[CH:19]=[CH:18][C:17]([C:20]#[N:21])=[C:16]([C:2]2[C:6]([CH3:7])=[N:5][N:4]3[CH2:8][CH2:9][CH2:10][C:3]=23)[CH:15]=1. The catalyst class is: 752. (4) Reactant: [CH3:1][O:2][C:3]([C:5]1[CH:6]=[CH:7][C:8]([C:11]([OH:13])=O)=[N:9][CH:10]=1)=[O:4].[NH:14]1[CH2:19][CH2:18][O:17][CH2:16][CH2:15]1.CCN(CC)CC.CN(C(ON1N=NC2C=CC=CC1=2)=[N+](C)C)C.F[P-](F)(F)(F)(F)F. Product: [N:14]1([C:11]([C:8]2[N:9]=[CH:10][C:5]([C:3]([O:2][CH3:1])=[O:4])=[CH:6][CH:7]=2)=[O:13])[CH2:19][CH2:18][O:17][CH2:16][CH2:15]1. The catalyst class is: 3.